From a dataset of Reaction yield outcomes from USPTO patents with 853,638 reactions. Predict the reaction yield, written as a fraction of the theoretical maximum amount of product (1.0 means a 100% yield; for example, 0.34 means a 34% yield). (1) The reactants are [NH2:1][C:2]1[CH:3]=[C:4]([OH:12])[C:5](=[CH:10][CH:11]=1)[C:6]([O:8][CH3:9])=[O:7].[Cl:13][C:14]1[CH:15]=[C:16]([S:20](Cl)(=[O:22])=[O:21])[CH:17]=[CH:18][CH:19]=1. No catalyst specified. The product is [Cl:13][C:14]1[CH:15]=[C:16]([S:20]([NH:1][C:2]2[CH:11]=[CH:10][C:5]([C:6]([O:8][CH3:9])=[O:7])=[C:4]([OH:12])[CH:3]=2)(=[O:22])=[O:21])[CH:17]=[CH:18][CH:19]=1. The yield is 0.750. (2) The reactants are [H-].[Na+].[Cl:3][C:4]1[CH:5]=[C:6]([CH:8]=[CH:9][CH:10]=1)[NH2:7].Cl[C:12]1[CH:17]=[CH:16][CH:15]=[C:14]([Cl:18])[C:13]=1[N+:19]([O-:21])=[O:20].Cl. The catalyst is C1COCC1.O. The product is [Cl:18][C:14]1[C:13]([N+:19]([O-:21])=[O:20])=[C:12]([CH:17]=[CH:16][CH:15]=1)[NH:7][C:6]1[CH:8]=[CH:9][CH:10]=[C:4]([Cl:3])[CH:5]=1. The yield is 0.890. (3) The reactants are [N:1]1([C:6]2[CH:13]=[CH:12][C:9]([C:10]#[N:11])=[CH:8][CH:7]=2)[CH:5]=[CH:4][CH:3]=[N:2]1.B.O1CCCC1. The catalyst is CO. The product is [N:1]1([C:6]2[CH:13]=[CH:12][C:9]([CH2:10][NH2:11])=[CH:8][CH:7]=2)[CH:5]=[CH:4][CH:3]=[N:2]1. The yield is 0.830. (4) The reactants are [C:1]([N:9]1[C:14](=[O:15])[C:13](I)=[CH:12][N:11]([CH2:17][CH2:18][CH2:19][CH2:20][Cl:21])[C:10]1=[O:22])(=[O:8])[C:2]1[CH:7]=[CH:6][CH:5]=[CH:4][CH:3]=1.[CH3:23][C:24]1[CH:29]=[C:28](B(O)O)[CH:27]=[CH:26][N:25]=1.C([O-])([O-])=O.[Na+].[Na+].C1(P(C2CCCCC2)C2C=CC=CC=2C2C=CC=CC=2)CCCCC1. The catalyst is COCCOC.O.C1C=CC([P]([Pd]([P](C2C=CC=CC=2)(C2C=CC=CC=2)C2C=CC=CC=2)([P](C2C=CC=CC=2)(C2C=CC=CC=2)C2C=CC=CC=2)[P](C2C=CC=CC=2)(C2C=CC=CC=2)C2C=CC=CC=2)(C2C=CC=CC=2)C2C=CC=CC=2)=CC=1. The product is [C:1]([N:9]1[C:14](=[O:15])[C:13]([C:28]2[CH:27]=[CH:26][N:25]=[C:24]([CH3:23])[CH:29]=2)=[CH:12][N:11]([CH2:17][CH2:18][CH2:19][CH2:20][Cl:21])[C:10]1=[O:22])(=[O:8])[C:2]1[CH:7]=[CH:6][CH:5]=[CH:4][CH:3]=1. The yield is 0.250. (5) The reactants are [CH3:1][O:2][C:3]([C:5]1[C:10]([Br:11])=[CH:9][N:8]=[C:7](SC)[N:6]=1)=[O:4].ClC1C=CC=C(C(OO)=O)C=1.Cl.CN.C[CH2:29][N:30](C(C)C)C(C)C. The catalyst is C(Cl)Cl.C1COCC1. The product is [Br:11][C:10]1[C:5]([C:3]([O:2][CH3:1])=[O:4])=[N:6][C:7]([NH:30][CH3:29])=[N:8][CH:9]=1. The yield is 0.750. (6) The reactants are [F:1][C:2]1[CH:7]=[CH:6][C:5]([CH:8]2[CH:17]([C:18]3[N:19]([CH3:23])[CH:20]=[CH:21][N:22]=3)[C:16](=[O:24])[C:15]3[C:14]([C:25]([O:27][CH2:28][CH3:29])=[O:26])=[CH:13][CH:12]=[CH:11][C:10]=3[NH:9]2)=[CH:4][CH:3]=1.[C:30](=O)([O-])[O-].[Cs+].[Cs+].IC.O. The catalyst is CN(C=O)C. The product is [F:1][C:2]1[CH:7]=[CH:6][C:5]([CH:8]2[C:17]([CH3:30])([C:18]3[N:19]([CH3:23])[CH:20]=[CH:21][N:22]=3)[C:16](=[O:24])[C:15]3[C:14]([C:25]([O:27][CH2:28][CH3:29])=[O:26])=[CH:13][CH:12]=[CH:11][C:10]=3[NH:9]2)=[CH:4][CH:3]=1. The yield is 0.900. (7) The reactants are [NH2:1][C:2]1[CH:10]=[CH:9][C:8]([Cl:11])=[CH:7][C:3]=1[C:4](O)=[O:5].[NH2:12][C:13](N)=[O:14]. No catalyst specified. The product is [Cl:11][C:8]1[CH:7]=[C:3]2[C:2](=[CH:10][CH:9]=1)[NH:1][C:13](=[O:14])[NH:12][C:4]2=[O:5]. The yield is 0.940. (8) The product is [C:1]([O:5][C:6]([N:8]1[CH2:12][CH:11]([C:13]#[N:14])[CH2:10][CH:9]1[C:15]1[NH:16][C:17]([C:20]2[CH:25]=[CH:24][C:23]([C:49]3[CH:48]=[CH:47][C:46]4[C:51](=[CH:52][CH:53]=[C:44]([C:41]5[NH:40][C:39]([CH:35]6[CH2:36][CH2:37][CH2:38][N:34]6[C:32]([O:31][C:27]([CH3:30])([CH3:29])[CH3:28])=[O:33])=[N:43][CH:42]=5)[CH:45]=4)[CH:50]=3)=[CH:22][CH:21]=2)=[CH:18][N:19]=1)=[O:7])([CH3:4])([CH3:3])[CH3:2]. The catalyst is COCCOC.O.C(OCC)(=O)C.C1C=CC([P]([Pd]([P](C2C=CC=CC=2)(C2C=CC=CC=2)C2C=CC=CC=2)([P](C2C=CC=CC=2)(C2C=CC=CC=2)C2C=CC=CC=2)[P](C2C=CC=CC=2)(C2C=CC=CC=2)C2C=CC=CC=2)(C2C=CC=CC=2)C2C=CC=CC=2)=CC=1. The reactants are [C:1]([O:5][C:6]([N:8]1[CH2:12][CH:11]([C:13]#[N:14])[CH2:10][CH:9]1[C:15]1[NH:16][C:17]([C:20]2[CH:25]=[CH:24][C:23](Br)=[CH:22][CH:21]=2)=[CH:18][N:19]=1)=[O:7])([CH3:4])([CH3:3])[CH3:2].[C:27]([O:31][C:32]([N:34]1[CH2:38][CH2:37][CH2:36][CH:35]1[C:39]1[NH:40][C:41]([C:44]2[CH:53]=[CH:52][C:51]3[C:46](=[CH:47][CH:48]=[C:49](B4OC(C)(C)C(C)(C)O4)[CH:50]=3)[CH:45]=2)=[CH:42][N:43]=1)=[O:33])([CH3:30])([CH3:29])[CH3:28].C([O-])(=O)C.[K+]. The yield is 0.330.